From a dataset of Forward reaction prediction with 1.9M reactions from USPTO patents (1976-2016). Predict the product of the given reaction. (1) Given the reactants [OH-].[Na+].C[C@:4]([NH:32][C:33]([O:35][C:36]([CH3:39])([CH3:38])[CH3:37])=[O:34])([CH2:8][S:9][CH2:10][C:11]1[CH:16]=[CH:15][C:14]([C:17]2[CH:22]=[CH:21][C:20]([N:23]3[C:31]4[C:26](=[CH:27][CH:28]=[CH:29][CH:30]=4)[CH:25]=[CH:24]3)=[CH:19][CH:18]=2)=[CH:13][CH:12]=1)[C:5]([O-:7])=[O:6].Cl, predict the reaction product. The product is: [C:36]([O:35][C:33]([NH:32][C@@H:4]([CH2:8][S:9][CH2:10][C:11]1[CH:16]=[CH:15][C:14]([C:17]2[CH:18]=[CH:19][C:20]([N:23]3[C:31]4[C:26](=[CH:27][CH:28]=[CH:29][CH:30]=4)[CH:25]=[CH:24]3)=[CH:21][CH:22]=2)=[CH:13][CH:12]=1)[C:5]([OH:7])=[O:6])=[O:34])([CH3:39])([CH3:37])[CH3:38]. (2) Given the reactants [C:1]([O:5][C:6](=[O:29])[NH:7][C:8]1([CH2:11][N:12]2[C:20]3[C:15](=[CH:16][CH:17]=[CH:18][CH:19]=3)[C:14]3[CH:21]=[C:22]([C:26]([NH2:28])=[O:27])[C:23]([NH2:25])=[N:24][C:13]2=3)[CH2:10]C1)([CH3:4])([CH3:3])[CH3:2].[CH2:30]([O:37]C[C@H](NC(=O)OC(C)(C)C)CI)[C:31]1[CH:36]=[CH:35][CH:34]=[CH:33][CH:32]=1.IC[C@@H](NC(=O)OC(C)(C)C)C.N(C(OC(C)(C)C)=O)[C@H](CO)COCC1C=CC=CC=1.C(OC(=O)NC1(CI)CC1)(C)(C)C, predict the reaction product. The product is: [NH2:25][C:23]1[C:22]([C:26](=[O:27])[NH2:28])=[CH:21][C:14]2[C:15]3[C:20](=[CH:19][CH:18]=[CH:17][CH:16]=3)[N:12]([CH2:11][C@@H:8]([NH:7][C:6](=[O:29])[O:5][C:1]([CH3:3])([CH3:4])[CH3:2])[CH2:10][O:37][CH2:30][C:31]3[CH:36]=[CH:35][CH:34]=[CH:33][CH:32]=3)[C:13]=2[N:24]=1.